From a dataset of Forward reaction prediction with 1.9M reactions from USPTO patents (1976-2016). Predict the product of the given reaction. (1) Given the reactants [NH2:1][CH2:2][C:3]1[CH:8]=[CH:7][C:6]([OH:9])=[CH:5][CH:4]=1.C([O-])(O)=O.[Na+].Cl[C:16]([O:18][CH2:19][C:20]1[CH:25]=[CH:24][CH:23]=[CH:22][CH:21]=1)=[O:17].O1CCCC1, predict the reaction product. The product is: [CH2:19]([O:18][C:16](=[O:17])[NH:1][CH2:2][C:3]1[CH:8]=[CH:7][C:6]([OH:9])=[CH:5][CH:4]=1)[C:20]1[CH:25]=[CH:24][CH:23]=[CH:22][CH:21]=1. (2) The product is: [N+:33]([O:36][C@H:37]([CH2:40][O:41][N+:42]([O-:44])=[O:43])[CH2:38][OH:39])([O-:35])=[O:34]. Given the reactants CC1(C)O[C@@H](CO)CO1.CC(C)(C)[Si](C1C=CC=CC=1)(C1C=CC=CC=1)OC[C@@H](O)CO.[N+:33]([O:36][C@@H:37]([CH2:40][O:41][N+:42]([O-:44])=[O:43])[CH2:38][OH:39])([O-:35])=[O:34], predict the reaction product. (3) Given the reactants Cl[C:2]1[C:7]([N:8]2[CH2:13][CH2:12][CH:11]([O:14][CH3:15])[CH2:10][CH2:9]2)=[CH:6][CH:5]=[CH:4][N:3]=1.[S:16]1[C:20]2[CH:21]=[CH:22][CH:23]=[CH:24][C:19]=2[N:18]=[C:17]1[NH:25][C:26]1[CH:31]=[CH:30][C:29]([OH:32])=[CH:28][CH:27]=1.C1(P(C2C=CC=CC=2)C2C=CC3C(=CC=CC=3)C=2C2C3C(=CC=CC=3)C=CC=2P(C2C=CC=CC=2)C2C=CC=CC=2)C=CC=CC=1.CC([O-])(C)C.[Na+], predict the reaction product. The product is: [CH3:15][O:14][CH:11]1[CH2:12][CH2:13][N:8]([C:7]2[C:2]([O:32][C:29]3[CH:28]=[CH:27][C:26]([NH:25][C:17]4[S:16][C:20]5[CH:21]=[CH:22][CH:23]=[CH:24][C:19]=5[N:18]=4)=[CH:31][CH:30]=3)=[N:3][CH:4]=[CH:5][CH:6]=2)[CH2:9][CH2:10]1. (4) Given the reactants [N:1]1[N:5]2[CH2:6][CH2:7][NH:8][CH2:9][C:4]2=[CH:3][C:2]=1[C:10]([O:12][CH2:13][CH3:14])=[O:11].[NH:15]1[C:23]2[C:18](=[CH:19][CH:20]=[CH:21][CH:22]=2)[C:17]([CH2:24][C:25](O)=[O:26])=[CH:16]1.F[P-](F)(F)(F)(F)F.C[N+](C)=C(N(C)C)ON1C2N=CC=CC=2N=N1.CN1CCOCC1, predict the reaction product. The product is: [NH:15]1[C:23]2[C:18](=[CH:19][CH:20]=[CH:21][CH:22]=2)[C:17]([CH2:24][C:25]([N:8]2[CH2:7][CH2:6][N:5]3[N:1]=[C:2]([C:10]([O:12][CH2:13][CH3:14])=[O:11])[CH:3]=[C:4]3[CH2:9]2)=[O:26])=[CH:16]1.